Dataset: Forward reaction prediction with 1.9M reactions from USPTO patents (1976-2016). Task: Predict the product of the given reaction. (1) Given the reactants [CH3:1][N:2]1[CH2:15][CH2:14][C:13]2[C:12]3[CH:11]=[C:10]([CH3:16])[CH:9]=[CH:8][C:7]=3[NH:6][C:5]=2[CH2:4][CH2:3]1.N1CCC[C@H]1C(O)=O.[O-]P([O-])([O-])=O.[K+].[K+].[K+].Br[CH2:34][CH2:35][C:36]1[CH:41]=[CH:40][CH:39]=[CH:38][CH:37]=1, predict the reaction product. The product is: [CH3:1][N:2]1[CH2:15][CH2:14][C:13]2[C:12]3[CH:11]=[C:10]([CH3:16])[CH:9]=[CH:8][C:7]=3[N:6]([CH2:34][CH2:35][C:36]3[CH:41]=[CH:40][CH:39]=[CH:38][CH:37]=3)[C:5]=2[CH2:4][CH2:3]1. (2) Given the reactants [CH2:1]([C:3]1[C:8]([O:9]COC)=[C:7]([CH:13]=[O:14])[CH:6]=[CH:5][N:4]=1)[CH3:2].Cl.C([O-])([O-])=O.[K+].[K+], predict the reaction product. The product is: [CH2:1]([C:3]1[C:8]([OH:9])=[C:7]([CH:13]=[O:14])[CH:6]=[CH:5][N:4]=1)[CH3:2]. (3) The product is: [CH3:1][O:2][C:3]([C:5]1[C@H:6]([C:26]2[CH:31]=[CH:30][C:29]([F:32])=[CH:28][C:27]=2[Cl:33])[N:7]=[C:8]([C:21]2[S:22][CH:23]=[CH:24][N:25]=2)[NH:9][C:10]=1[CH2:11][N:12]1[CH:13]2[CH2:20][N:19]([C:41](=[O:43])[CH3:42])[CH2:18][CH:17]1[CH2:16][O:15][CH2:14]2)=[O:4]. Given the reactants [CH3:1][O:2][C:3]([C:5]1[C@H:6]([C:26]2[CH:31]=[CH:30][C:29]([F:32])=[CH:28][C:27]=2[Cl:33])[N:7]=[C:8]([C:21]2[S:22][CH:23]=[CH:24][N:25]=2)[NH:9][C:10]=1[CH2:11][N:12]1[CH:17]2[CH2:18][NH:19][CH2:20][CH:13]1[CH2:14][O:15][CH2:16]2)=[O:4].C(N(CC)CC)C.[C:41](Cl)(=[O:43])[CH3:42], predict the reaction product. (4) Given the reactants [H-].[Na+].[CH3:3][C:4]1[NH:5][CH:6]=[CH:7][N:8]=1.[Br:9][C:10]1[CH:11]=[N:12][CH:13]=[C:14]([CH2:16]Cl)[CH:15]=1, predict the reaction product. The product is: [Br:9][C:10]1[CH:11]=[N:12][CH:13]=[C:14]([CH2:16][N:5]2[CH:6]=[CH:7][N:8]=[C:4]2[CH3:3])[CH:15]=1. (5) The product is: [O:1]=[C:2]([NH:11][CH2:12][C@@H:13]([C:15]1[CH:16]=[CH:17][CH:18]=[CH:19][CH:20]=1)[CH3:14])[CH2:3][S:4][CH2:5][CH2:6][C:7]([OH:9])=[O:8]. Given the reactants [O:1]=[C:2]([NH:11][CH2:12][C@@H:13]([C:15]1[CH:20]=[CH:19][CH:18]=[CH:17][CH:16]=1)[CH3:14])[CH2:3][S:4][CH2:5][CH2:6][C:7]([O:9]C)=[O:8].[OH-].[Li+], predict the reaction product. (6) Given the reactants [O:1]1[C:5]2=[CH:6][N:7]=[CH:8][CH:9]=[C:4]2[CH:3]=[C:2]1[C:10]([O:12]CC)=[O:11].[OH-].[K+].C(O)(=O)C, predict the reaction product. The product is: [O:1]1[C:5]2=[CH:6][N:7]=[CH:8][CH:9]=[C:4]2[CH:3]=[C:2]1[C:10]([OH:12])=[O:11]. (7) The product is: [NH2:16][NH:17][C:18]([NH2:20])=[O:19].[C:1]([CH2:9][C:10]([O:12][CH2:13][CH3:14])=[O:11])(=[O:8])[C:2]1[CH:7]=[CH:6][CH:5]=[CH:4][CH:3]=1. Given the reactants [C:1]([CH2:9][C:10]([O:12][CH2:13][CH3:14])=[O:11])(=[O:8])[C:2]1[CH:7]=[CH:6][CH:5]=[CH:4][CH:3]=1.Cl.[NH2:16][NH:17][C:18]([NH2:20])=[O:19].N1C=CC=CC=1, predict the reaction product. (8) Given the reactants [OH:1][CH2:2][C:3]1[C:8]([C:9]2[CH:10]=[C:11]([C:17]3[CH:22]=[CH:21][C:20]([C:23]([O:25][CH3:26])=[O:24])=[CH:19][C:18]=3[CH3:27])[CH:12]=[CH:13][C:14]=2[O:15][CH3:16])=[CH:7][N:6]=[C:5]([S:28][CH3:29])[N:4]=1.C(N(CC)CC)C.[CH3:37][S:38](Cl)(=[O:40])=[O:39], predict the reaction product. The product is: [CH3:16][O:15][C:14]1[CH:13]=[CH:12][C:11]([C:17]2[CH:22]=[CH:21][C:20]([C:23]([O:25][CH3:26])=[O:24])=[CH:19][C:18]=2[CH3:27])=[CH:10][C:9]=1[C:8]1[C:3]([CH2:2][O:1][S:38]([CH3:37])(=[O:40])=[O:39])=[N:4][C:5]([S:28][CH3:29])=[N:6][CH:7]=1. (9) Given the reactants [CH3:1][O:2][C:3]1[CH:4]=[C:5]2[C:10](=[CH:11][C:12]=1[O:13][CH3:14])[N:9]=[CH:8][CH:7]=[C:6]2[O:15][C:16]1[CH:22]=[CH:21][C:19]([NH2:20])=[C:18]([CH3:23])[C:17]=1[CH3:24].ClC(Cl)(O[C:29](=[O:35])[O:30][C:31](Cl)(Cl)Cl)Cl.[O:37]1[CH2:42][CH2:41]C(O)[CH2:39][CH2:38]1.C(=O)(O)[O-].[Na+], predict the reaction product. The product is: [CH3:1][O:2][C:3]1[CH:4]=[C:5]2[C:10](=[CH:11][C:12]=1[O:13][CH3:14])[N:9]=[CH:8][CH:7]=[C:6]2[O:15][C:16]1[CH:22]=[CH:21][C:19]([NH:20][C:29](=[O:35])[O:30][CH:31]2[CH2:41][CH2:42][O:37][CH2:38][CH2:39]2)=[C:18]([CH3:23])[C:17]=1[CH3:24]. (10) The product is: [Cl:3][C:4]1[CH:5]=[C:6](/[C:12](/[C:20]2[NH:25][C:24](=[O:26])[C:23]([CH:27]3[CH2:29][CH2:28]3)=[CH:22][CH:21]=2)=[CH:13]\[C@H:14]2[CH2:18][CH2:17][CH:16]([OH:19])[CH2:15]2)[CH:7]=[CH:8][C:9]=1[S:10][CH3:11]. Given the reactants [BH4-].[Na+].[Cl:3][C:4]1[CH:5]=[C:6](/[C:12](/[C:20]2[NH:25][C:24](=[O:26])[C:23]([CH:27]3[CH2:29][CH2:28]3)=[CH:22][CH:21]=2)=[CH:13]\[C@H:14]2[CH2:18][CH2:17][C:16](=[O:19])[CH2:15]2)[CH:7]=[CH:8][C:9]=1[S:10][CH3:11].Cl, predict the reaction product.